This data is from Catalyst prediction with 721,799 reactions and 888 catalyst types from USPTO. The task is: Predict which catalyst facilitates the given reaction. Reactant: [C:1]([C:4]1[C:9]2[N:10]([CH2:13][C:14]([OH:16])=O)[CH:11]=[N:12][C:8]=2[CH:7]=[CH:6][CH:5]=1)(=[O:3])[CH3:2].[NH2:17][CH:18]([C:20]1[CH:25]=[CH:24][C:23]([C:26]([CH3:30])([CH3:29])[C:27]#[N:28])=[CH:22][CH:21]=1)[CH3:19].CCN(CC)CC.CN(C(ON1N=NC2C=CC=NC1=2)=[N+](C)C)C.F[P-](F)(F)(F)(F)F. Product: [C:1]([C:4]1[C:9]2[N:10]([CH2:13][C:14]([NH:17][CH:18]([C:20]3[CH:25]=[CH:24][C:23]([C:26]([C:27]#[N:28])([CH3:29])[CH3:30])=[CH:22][CH:21]=3)[CH3:19])=[O:16])[CH:11]=[N:12][C:8]=2[CH:7]=[CH:6][CH:5]=1)(=[O:3])[CH3:2]. The catalyst class is: 144.